Dataset: Forward reaction prediction with 1.9M reactions from USPTO patents (1976-2016). Task: Predict the product of the given reaction. Given the reactants [CH2:1]([C:5]1[N:9]([CH2:10][C:11]2[CH:16]=[CH:15][C:14]([C:17]3[CH:22]=[CH:21][CH:20]=[CH:19][C:18]=3[C:23]3[NH:27][N:26]=[N:25][N:24]=3)=[CH:13][CH:12]=2)[N:8]=[C:7]([CH2:28][NH2:29])[N:6]=1)[CH2:2][CH2:3][CH3:4].C(=O)([O-])[O-].[K+].[K+].[C:36](OC(=O)C)(=[O:38])[CH3:37], predict the reaction product. The product is: [CH2:1]([C:5]1[N:9]([CH2:10][C:11]2[CH:16]=[CH:15][C:14]([C:17]3[CH:22]=[CH:21][CH:20]=[CH:19][C:18]=3[C:23]3[NH:27][N:26]=[N:25][N:24]=3)=[CH:13][CH:12]=2)[N:8]=[C:7]([CH2:28][NH:29][C:36](=[O:38])[CH3:37])[N:6]=1)[CH2:2][CH2:3][CH3:4].